This data is from Plasma protein binding rate (PPBR) regression data from AstraZeneca. The task is: Regression/Classification. Given a drug SMILES string, predict its absorption, distribution, metabolism, or excretion properties. Task type varies by dataset: regression for continuous measurements (e.g., permeability, clearance, half-life) or binary classification for categorical outcomes (e.g., BBB penetration, CYP inhibition). For this dataset (ppbr_az), we predict Y. (1) The molecule is Cc1ccc(S(=O)(=O)N(C)C(=O)N2CCC(N3CCC(Oc4ccc(Cl)c(Cl)c4)CC3)CC2)cc1. The Y is 98.3 %. (2) The molecule is O=C(O)CNCCNc1ccc(Cl)c(C(=O)NCC23CC4CC(CC(C4)C2)C3)c1. The Y is 92.8 %.